Predict the product of the given reaction. From a dataset of Forward reaction prediction with 1.9M reactions from USPTO patents (1976-2016). (1) Given the reactants CC1C=CC(S(O[CH2:12][CH2:13][NH:14][C:15]2[C:16](=[O:32])[N:17]([C:28]([CH3:31])([CH3:30])[CH3:29])[S:18](=[O:27])(=[O:26])[C:19]=2[C:20]2[CH:25]=[CH:24][CH:23]=[CH:22][CH:21]=2)(=O)=O)=CC=1.[SH:33][CH:34]1[CH2:38][CH2:37][N:36]([C:39]([O:41][C:42]([CH3:45])([CH3:44])[CH3:43])=[O:40])[CH2:35]1.C(=O)([O-])[O-].[K+].[K+], predict the reaction product. The product is: [C:28]([N:17]1[C:16](=[O:32])[C:15]([NH:14][CH2:13][CH2:12][S:33][CH:34]2[CH2:38][CH2:37][N:36]([C:39]([O:41][C:42]([CH3:45])([CH3:44])[CH3:43])=[O:40])[CH2:35]2)=[C:19]([C:20]2[CH:25]=[CH:24][CH:23]=[CH:22][CH:21]=2)[S:18]1(=[O:26])=[O:27])([CH3:31])([CH3:30])[CH3:29]. (2) Given the reactants [Cl:1][C:2]1[C:3]([Cl:25])=[CH:4][C:5]2[N:11]3[CH2:12][CH2:13][N:14]([C:16]([O:18][C:19]([CH3:22])([CH3:21])[CH3:20])=[O:17])[CH2:15][CH:10]3[CH2:9][C:8](=O)[NH:7][C:6]=2[CH:24]=1.B.CO, predict the reaction product. The product is: [Cl:1][C:2]1[C:3]([Cl:25])=[CH:4][C:5]2[N:11]3[CH2:12][CH2:13][N:14]([C:16]([O:18][C:19]([CH3:20])([CH3:21])[CH3:22])=[O:17])[CH2:15][CH:10]3[CH2:9][CH2:8][NH:7][C:6]=2[CH:24]=1. (3) Given the reactants CS(C1[N:5]=[N:6]C(C2C=CC=CC=2)=CN=1)=O.CS([C:19]1[N:20]=[N:21][C:22]([C:25]2[CH:30]=[CH:29][C:28]([N+:31]([O-:33])=[O:32])=[CH:27][CH:26]=2)=[CH:23][N:24]=1)=O, predict the reaction product. The product is: [NH:5]([C:19]1[N:20]=[N:21][C:22]([C:25]2[CH:30]=[CH:29][C:28]([N+:31]([O-:33])=[O:32])=[CH:27][CH:26]=2)=[CH:23][N:24]=1)[NH2:6]. (4) Given the reactants C1(P(C2C=CC=CC=2)C2C=CC=CC=2)C=CC=CC=1.CC(OC(/N=N/C(OC(C)C)=O)=O)C.[CH2:34]([O:41][C:42](=[O:71])[C@@H:43]([NH:54][C:55]([C:57]1([CH2:69]O)[CH2:61][CH2:60][CH2:59][N:58]1[C:62]([O:64][C:65]([CH3:68])([CH3:67])[CH3:66])=[O:63])=[O:56])[C@H:44]([O:46][CH2:47][C:48]1[CH:53]=[CH:52][CH:51]=[CH:50][CH:49]=1)[CH3:45])[C:35]1[CH:40]=[CH:39][CH:38]=[CH:37][CH:36]=1, predict the reaction product. The product is: [CH2:34]([O:41][C:42](=[O:71])[C@@H:43]([N:54]1[CH2:69][C:57]2([CH2:61][CH2:60][CH2:59][N:58]2[C:62]([O:64][C:65]([CH3:66])([CH3:67])[CH3:68])=[O:63])[C:55]1=[O:56])[C@H:44]([O:46][CH2:47][C:48]1[CH:49]=[CH:50][CH:51]=[CH:52][CH:53]=1)[CH3:45])[C:35]1[CH:36]=[CH:37][CH:38]=[CH:39][CH:40]=1. (5) Given the reactants CC[N:3]=C=NCCCN(C)C.C1C=CC2N(O)N=NC=2C=1.[Br:22][C:23]1[CH:28]=[CH:27][C:26]([NH:29][C:30]2[C:38]([C:39](O)=[O:40])=[C:37]3[N:33]([CH2:34][CH2:35][CH2:36]3)[C:32](=[O:42])[C:31]=2[Cl:43])=[C:25]([F:44])[CH:24]=1.[NH4+].[Cl-], predict the reaction product. The product is: [Br:22][C:23]1[CH:28]=[CH:27][C:26]([NH:29][C:30]2[C:38]([C:39]([NH2:3])=[O:40])=[C:37]3[N:33]([CH2:34][CH2:35][CH2:36]3)[C:32](=[O:42])[C:31]=2[Cl:43])=[C:25]([F:44])[CH:24]=1. (6) Given the reactants [C:1](#[N:10])[C:2]1[CH:9]=[CH:8][C:5]([C:6]#[N:7])=[CH:4][CH:3]=1.[C:11](OC)(=[O:19])[C:12]1[C:13](=[CH:15][CH:16]=[CH:17][CH:18]=1)[SH:14].C(N(CC)CC)C, predict the reaction product. The product is: [C:6]([C:5]1[CH:8]=[CH:9][C:2]([C:1]2[S:14][C:13]3[CH:15]=[CH:16][CH:17]=[CH:18][C:12]=3[C:11](=[O:19])[N:10]=2)=[CH:3][CH:4]=1)#[N:7].